This data is from Catalyst prediction with 721,799 reactions and 888 catalyst types from USPTO. The task is: Predict which catalyst facilitates the given reaction. (1) Reactant: [N+:1]([C:4]1[N:9]=[CH:8][C:7]2[C:10]([C:13]3[CH:14]=[N:15][N:16]([CH:18]4[CH2:23][CH2:22][NH:21][CH2:20][CH2:19]4)[CH:17]=3)=[CH:11][O:12][C:6]=2[C:5]=1[OH:24])([O-:3])=[O:2].[C:25]([O:29][C:30](O[C:30]([O:29][C:25]([CH3:28])([CH3:27])[CH3:26])=[O:31])=[O:31])([CH3:28])([CH3:27])[CH3:26].CCN(C(C)C)C(C)C. Product: [C:25]([O:29][C:30]([N:21]1[CH2:20][CH2:19][CH:18]([N:16]2[CH:17]=[C:13]([C:10]3[C:7]4[CH:8]=[N:9][C:4]([N+:1]([O-:3])=[O:2])=[C:5]([OH:24])[C:6]=4[O:12][CH:11]=3)[CH:14]=[N:15]2)[CH2:23][CH2:22]1)=[O:31])([CH3:28])([CH3:27])[CH3:26]. The catalyst class is: 2. (2) Reactant: [CH2:1]([C:3]1[CH:9]=[CH:8][CH:7]=[C:6]([CH2:10][CH3:11])[C:4]=1[NH2:5])[CH3:2].[C:12]([C:15]1[CH:20]=[CH:19][CH:18]=[C:17]([C:21](=O)[CH3:22])[N:16]=1)(=O)[CH3:13]. Product: [CH2:1]([C:3]1[CH:9]=[CH:8][CH:7]=[C:6]([CH2:10][CH3:11])[C:4]=1[N:5]=[CH:13][CH2:12][C:15]1[CH:20]=[CH:19][CH:18]=[C:17]([CH2:21][CH:22]=[N:5][C:4]2[C:6]([CH2:10][CH3:11])=[CH:7][CH:8]=[CH:9][C:3]=2[CH2:1][CH3:2])[N:16]=1)[CH3:2]. The catalyst class is: 212. (3) Reactant: C(N(CC)CC)C.N1(O)C2C=CC=CC=2N=N1.Cl.CN(C)CCCN=C=NCC.[N:30]1[CH:35]=[CH:34][CH:33]=[CH:32][C:31]=1[C:36]([OH:38])=O.[NH2:39][C:40]1[N:45]=[C:44]([NH:46][C:47]2[CH:52]=[CH:51][CH:50]=[C:49]([Cl:53])[C:48]=2[F:54])[N:43]=[C:42]([C:55](=[N:57]O)[NH2:56])[N:41]=1. Product: [Cl:53][C:49]1[C:48]([F:54])=[C:47]([NH:46][C:44]2[N:45]=[C:40]([NH2:39])[N:41]=[C:42]([C:55]3[N:56]=[C:36]([C:31]4[CH:32]=[CH:33][CH:34]=[CH:35][N:30]=4)[O:38][N:57]=3)[N:43]=2)[CH:52]=[CH:51][CH:50]=1. The catalyst class is: 3. (4) Reactant: [CH3:1][C:2]1[CH:3]=[C:4]([CH:23]=[CH:24][C:25]=1[N+:26]([O-:28])=[O:27])[CH2:5][N:6]1[CH:10]=[C:9]([C:11]([O:13]CC)=[O:12])[C:8]([C:16]([F:22])([F:21])[C:17]([F:20])([F:19])[F:18])=[N:7]1.[OH-].[Na+]. Product: [CH3:1][C:2]1[CH:3]=[C:4]([CH:23]=[CH:24][C:25]=1[N+:26]([O-:28])=[O:27])[CH2:5][N:6]1[CH:10]=[C:9]([C:11]([OH:13])=[O:12])[C:8]([C:16]([F:21])([F:22])[C:17]([F:18])([F:19])[F:20])=[N:7]1. The catalyst class is: 8.